Predict the reaction yield, written as a fraction of the theoretical maximum amount of product (1.0 means a 100% yield; for example, 0.34 means a 34% yield). From a dataset of Reaction yield outcomes from USPTO patents with 853,638 reactions. (1) The reactants are Cl[CH2:2][C:3]1[C:8]([F:9])=[CH:7][C:6]([F:10])=[CH:5][N:4]=1.[CH3:11][N:12]1[C:17]2[N:18]=[C:19]([N:23]3[CH2:28][CH2:27][NH:26][CH2:25][CH2:24]3)[NH:20][C:21](=[O:22])[C:16]=2[CH2:15][CH2:14][CH2:13]1.C(=O)([O-])[O-].[K+].[K+]. The catalyst is C(#N)C. The product is [F:9][C:8]1[C:3]([CH2:2][N:26]2[CH2:27][CH2:28][N:23]([C:19]3[NH:20][C:21](=[O:22])[C:16]4[CH2:15][CH2:14][CH2:13][N:12]([CH3:11])[C:17]=4[N:18]=3)[CH2:24][CH2:25]2)=[N:4][CH:5]=[C:6]([F:10])[CH:7]=1. The yield is 0.430. (2) The reactants are [C:1]([NH:6][C:7]1[NH:8][C:9](=[O:31])[C:10]2[N:11]=[CH:12][N:13]([C:29]=2[N:30]=1)[C@@H:14]1[O:28][C@H:18]([CH2:19][O:20][Si:21]([C:24]([CH3:27])([CH3:26])[CH3:25])([CH3:23])[CH3:22])[C@@H:16]([OH:17])[CH2:15]1)(=[O:5])[CH:2]([CH3:4])[CH3:3].C(O)(=O)C.C(OC(=O)C)(=O)C.C([O-])([O-])=O.[K+].[K+].[CH3:49][S:50]([CH3:52])=O. No catalyst specified. The product is [C:1]([NH:6][C:7]1[NH:8][C:9](=[O:31])[C:10]2[N:11]=[CH:12][N:13]([C:29]=2[N:30]=1)[C@@H:14]1[O:28][C@H:18]([CH2:19][O:20][Si:21]([C:24]([CH3:26])([CH3:25])[CH3:27])([CH3:23])[CH3:22])[C@@H:16]([O:17][CH2:49][S:50][CH3:52])[CH2:15]1)(=[O:5])[CH:2]([CH3:4])[CH3:3]. The yield is 0.690. (3) The yield is 0.700. The product is [Br:36][C:37]1[CH:38]=[CH:39][C:40]([CH3:44])=[C:41]([NH:42][C:22](=[O:23])[C:21]2[CH:20]=[CH:19][C:18]([NH:17][C:9]3[N:8]=[C:7]([C:1]4[CH:2]=[CH:3][CH:4]=[CH:5][CH:6]=4)[C:16]4[C:11](=[CH:12][CH:13]=[CH:14][CH:15]=4)[N:10]=3)=[CH:26][CH:25]=2)[CH:43]=1. The catalyst is O1CCCC1. The reactants are [C:1]1([C:7]2[C:16]3[C:11](=[CH:12][CH:13]=[CH:14][CH:15]=3)[N:10]=[C:9]([NH:17][C:18]3[CH:26]=[CH:25][C:21]([C:22](Cl)=[O:23])=[CH:20][CH:19]=3)[N:8]=2)[CH:6]=[CH:5][CH:4]=[CH:3][CH:2]=1.CCN(C(C)C)C(C)C.[Br:36][C:37]1[CH:38]=[CH:39][C:40]([CH3:44])=[C:41]([CH:43]=1)[NH2:42]. (4) The yield is 0.870. The catalyst is CO.S(=O)(=O)(O)O. The reactants are [Cl:1][C:2]1[CH:7]=[C:6]([Cl:8])[CH:5]=[CH:4][C:3]=1[C:9]1[CH:10]=[C:11]([C:14]([OH:16])=O)[NH:12][N:13]=1.O.[NH2:18][NH2:19]. The product is [Cl:1][C:2]1[CH:7]=[C:6]([Cl:8])[CH:5]=[CH:4][C:3]=1[C:9]1[CH:10]=[C:11]([C:14]([NH:18][NH2:19])=[O:16])[NH:12][N:13]=1. (5) The reactants are [CH2:1]([O:3][C:4]1[CH:13]=[CH:12][C:7]([C:8]([O:10]C)=[O:9])=[CH:6][C:5]=1[C:14]#[C:15][C:16]1[CH:21]=[CH:20][CH:19]=[CH:18][N:17]=1)[CH3:2].O.[OH-].[Li+]. The catalyst is C1COCC1.CO.O. The product is [CH2:1]([O:3][C:4]1[CH:13]=[CH:12][C:7]([C:8]([OH:10])=[O:9])=[CH:6][C:5]=1[C:14]#[C:15][C:16]1[CH:21]=[CH:20][CH:19]=[CH:18][N:17]=1)[CH3:2]. The yield is 0.820. (6) The reactants are [CH3:1][C:2]1[CH:7]=[CH:6][CH:5]=[C:4]([CH3:8])[C:3]=1[OH:9].[C:10]([O:14][C:15]([NH:17][CH2:18][CH2:19][CH2:20][C:21](O)=[O:22])=[O:16])([CH3:13])([CH3:12])[CH3:11].C(Cl)CCl. The catalyst is C1COCC1.CN(C1C=CN=CC=1)C. The product is [C:10]([O:14][C:15]([NH:17][CH2:18][CH2:19][CH2:20][C:21]([O:9][C:3]1[C:4]([CH3:8])=[CH:5][CH:6]=[CH:7][C:2]=1[CH3:1])=[O:22])=[O:16])([CH3:13])([CH3:12])[CH3:11]. The yield is 0.760. (7) The catalyst is C(Cl)Cl.C(N(CC)CC)C.C1(C)C=CC=CC=1. The yield is 0.610. The reactants are [CH3:1][O:2][C:3]1[CH:4]=[C:5]2[C:10](=[CH:11][C:12]=1[O:13][CH3:14])[N:9]=[CH:8][CH:7]=[C:6]2[O:15][C:16]1[CH:22]=[CH:21][C:19]([NH2:20])=[C:18]([CH3:23])[C:17]=1[CH3:24].Cl[C:26](Cl)([O:28]C(=O)OC(Cl)(Cl)Cl)Cl.[CH3:37][CH2:38][CH:39]([OH:44])[CH2:40][CH2:41][CH2:42][CH3:43].C(=O)(O)[O-].[Na+]. The product is [CH3:1][O:2][C:3]1[CH:4]=[C:5]2[C:10](=[CH:11][C:12]=1[O:13][CH3:14])[N:9]=[CH:8][CH:7]=[C:6]2[O:15][C:16]1[CH:22]=[CH:21][C:19]([NH:20][C:26](=[O:28])[O:44][CH:39]([CH2:38][CH3:37])[CH2:40][CH2:41][CH2:42][CH3:43])=[C:18]([CH3:23])[C:17]=1[CH3:24].